From a dataset of Full USPTO retrosynthesis dataset with 1.9M reactions from patents (1976-2016). Predict the reactants needed to synthesize the given product. (1) The reactants are: Br[C:2]1[CH:3]=[CH:4][C:5]([N:19]([CH2:26][C:27]2[CH:32]=[CH:31][CH:30]=[CH:29][C:28]=2[Cl:33])[CH2:20][CH2:21][C:22]([F:25])([F:24])[F:23])=[C:6]([NH:8][C:9]([NH:11][C:12]2[CH:17]=[CH:16][C:15]([CH3:18])=[CH:14][CH:13]=2)=[O:10])[CH:7]=1.[NH:34]1[C:38]([C:39]2[CH:44]=[CH:43][CH:42]=[CH:41][C:40]=2B(O)O)=[N:37][N:36]=[N:35]1.C(N(CCC(F)(F)F)C1C=CC(Br)=CC=1NC(NC1C=CC(C)=CC=1)=O)C1C=CC=CC=1. Given the product [Cl:33][C:28]1[CH:29]=[CH:30][CH:31]=[CH:32][C:27]=1[CH2:26][N:19]([CH2:20][CH2:21][C:22]([F:25])([F:24])[F:23])[C:5]1[CH:4]=[CH:3][C:2]([C:40]2[CH:41]=[CH:42][CH:43]=[CH:44][C:39]=2[C:38]2[NH:37][N:36]=[N:35][N:34]=2)=[CH:7][C:6]=1[NH:8][C:9]([NH:11][C:12]1[CH:17]=[CH:16][C:15]([CH3:18])=[CH:14][CH:13]=1)=[O:10], predict the reactants needed to synthesize it. (2) Given the product [Cl:1][C:2]1[CH:3]=[CH:4][C:5]([C:8]2([C:11](=[O:13])[CH2:18][C:17]([O:16][CH3:15])=[O:22])[CH2:9][CH2:10]2)=[CH:6][CH:7]=1, predict the reactants needed to synthesize it. The reactants are: [Cl:1][C:2]1[CH:7]=[CH:6][C:5]([C:8]2([C:11]([OH:13])=O)[CH2:10][CH2:9]2)=[CH:4][CH:3]=1.[K+].[CH3:15][O:16][C:17](=[O:22])[CH2:18]C([O-])=O.